Dataset: Full USPTO retrosynthesis dataset with 1.9M reactions from patents (1976-2016). Task: Predict the reactants needed to synthesize the given product. (1) Given the product [C:1]1([CH:7]([O:9][C:10]2[N:15]=[N:14][C:13]([CH2:16][CH2:17][C:18]3[CH:25]=[CH:24][C:21]([CH2:22][OH:23])=[CH:20][CH:19]=3)=[CH:12][CH:11]=2)[CH3:8])[CH:6]=[CH:5][CH:4]=[CH:3][CH:2]=1, predict the reactants needed to synthesize it. The reactants are: [C:1]1([CH:7]([O:9][C:10]2[N:15]=[N:14][C:13]([C:16]#[C:17][C:18]3[CH:25]=[CH:24][C:21]([CH:22]=[O:23])=[CH:20][CH:19]=3)=[CH:12][CH:11]=2)[CH3:8])[CH:6]=[CH:5][CH:4]=[CH:3][CH:2]=1.[H][H]. (2) Given the product [CH3:22][N:10]1[CH2:9][CH2:8][O:7][C:6]2[CH:5]=[CH:4][C:3]([B:12]3[O:13][C:14]([CH3:20])([CH3:19])[C:15]([CH3:18])([CH3:17])[O:16]3)=[C:2]([CH3:1])[C:11]1=2, predict the reactants needed to synthesize it. The reactants are: [CH3:1][C:2]1[C:11]2[NH:10][CH2:9][CH2:8][O:7][C:6]=2[CH:5]=[CH:4][C:3]=1[B:12]1[O:16][C:15]([CH3:18])([CH3:17])[C:14]([CH3:20])([CH3:19])[O:13]1.I[CH3:22]. (3) Given the product [OH:1][C:2]1[CH:9]=[C:8]([O:10][CH2:11][O:12][CH3:13])[CH:7]=[CH:6][C:3]=1[CH:4]=[O:5], predict the reactants needed to synthesize it. The reactants are: [OH:1][C:2]1[CH:9]=[C:8]([OH:10])[CH:7]=[CH:6][C:3]=1[CH:4]=[O:5].[CH2:11](Br)[O:12][CH3:13].C(=O)([O-])[O-].[K+].[K+]. (4) Given the product [F:8][C:4]1[CH:5]=[CH:6][CH:7]=[C:2]([F:1])[C:3]=1[N:9]1[C:14]2[N:15]=[C:16]([NH:28][CH2:29][CH2:30][N:31]([CH3:32])[CH3:33])[N:17]=[C:18]([C:19]3[CH:20]=[C:21]([CH:25]=[CH:26][CH:27]=3)[C:22]([NH:38][CH2:35][CH2:36][CH3:37])=[O:24])[C:13]=2[CH2:12][NH:11][C:10]1=[O:34], predict the reactants needed to synthesize it. The reactants are: [F:1][C:2]1[CH:7]=[CH:6][CH:5]=[C:4]([F:8])[C:3]=1[N:9]1[C:14]2[N:15]=[C:16]([NH:28][CH2:29][CH2:30][N:31]([CH3:33])[CH3:32])[N:17]=[C:18]([C:19]3[CH:20]=[C:21]([CH:25]=[CH:26][CH:27]=3)[C:22]([OH:24])=O)[C:13]=2[CH2:12][NH:11][C:10]1=[O:34].[CH2:35]([NH2:38])[CH2:36][CH3:37].CN(C(ON1N=NC2C=CC=NC1=2)=[N+](C)C)C.F[P-](F)(F)(F)(F)F.C(N(C(C)C)CC)(C)C. (5) Given the product [CH2:1]([O:3][C:4](=[O:32])[C:5]([O:23][C:24]1[CH:29]=[CH:28][C:27]([CH3:30])=[C:26]([CH3:31])[CH:25]=1)([CH3:22])[CH:6]([C:8]1[CH:9]=[CH:10][C:11]([O:14][CH2:15][C:16]2[CH:21]=[CH:20][CH:19]=[CH:18][CH:17]=2)=[CH:12][CH:13]=1)[O:7][C:41](=[O:42])[C:40]([F:51])([F:50])[F:39])[CH3:2], predict the reactants needed to synthesize it. The reactants are: [CH2:1]([O:3][C:4](=[O:32])[C:5]([O:23][C:24]1[CH:29]=[CH:28][C:27]([CH3:30])=[C:26]([CH3:31])[CH:25]=1)([CH3:22])[CH:6]([C:8]1[CH:13]=[CH:12][C:11]([O:14][CH2:15][C:16]2[CH:21]=[CH:20][CH:19]=[CH:18][CH:17]=2)=[CH:10][CH:9]=1)[OH:7])[CH3:2].N1C=CC=CC=1.[F:39][C:40]([F:51])([F:50])[C:41](O[C:41](=[O:42])[C:40]([F:51])([F:50])[F:39])=[O:42].Cl.